From a dataset of Full USPTO retrosynthesis dataset with 1.9M reactions from patents (1976-2016). Predict the reactants needed to synthesize the given product. (1) The reactants are: [NH2:1][C:2]1[CH:3]=[C:4]([CH2:8][C:9]([O:11][CH3:12])=[O:10])[CH:5]=[CH:6][CH:7]=1.[CH3:13]CN(C(C)C)C(C)C.Cl[C:23]([O:25][CH2:26][C:27]1[CH:32]=[CH:31][CH:30]=[CH:29][CH:28]=1)=[O:24]. Given the product [CH2:26]([O:25][C:23]([NH:1][C:2]1[CH:3]=[C:4]([CH2:8][C:9]([O:11][CH2:12][CH3:13])=[O:10])[CH:5]=[CH:6][CH:7]=1)=[O:24])[C:27]1[CH:32]=[CH:31][CH:30]=[CH:29][CH:28]=1, predict the reactants needed to synthesize it. (2) Given the product [CH2:19]([C@@H:9]1[CH2:10][C@H:11]([N:14]([CH:16]([CH3:17])[CH3:18])[CH3:15])[CH2:12][CH2:13][C@@H:8]1[N:5]1[CH2:6][CH2:7][C@H:3]([NH:2][C:30]2[C:39]3[C:34](=[CH:35][CH:36]=[C:37]([C:40]([F:42])([F:43])[F:41])[CH:38]=3)[N:33]=[CH:32][N:31]=2)[C:4]1=[O:21])[CH3:20], predict the reactants needed to synthesize it. The reactants are: Br.[NH2:2][C@H:3]1[CH2:7][CH2:6][N:5]([C@H:8]2[CH2:13][CH2:12][C@@H:11]([N:14]([CH:16]([CH3:18])[CH3:17])[CH3:15])[CH2:10][C@H:9]2[CH2:19][CH3:20])[C:4]1=[O:21].C(N(CC)CC)C.Cl[C:30]1[C:39]2[C:34](=[CH:35][CH:36]=[C:37]([C:40]([F:43])([F:42])[F:41])[CH:38]=2)[N:33]=[CH:32][N:31]=1. (3) Given the product [Cl:1][C:2]1[CH:7]=[CH:6][C:5]([NH:8][C:9]2[CH:17]=[CH:18][CH:19]=[C:14]([F:13])[N:15]=2)=[CH:4][CH:3]=1, predict the reactants needed to synthesize it. The reactants are: [Cl:1][C:2]1[CH:7]=[CH:6][C:5]([NH:8][CH:9]=O)=[CH:4][CH:3]=1.[H-].[Na+].[F:13][C:14]1[CH:19]=[CH:18][CH:17]=C(F)[N:15]=1.O. (4) Given the product [C:11]1([CH3:12])[CH:10]=[CH:9][C:17]([S:70]([OH:71])(=[O:41])=[O:68])=[CH:18][CH:13]=1.[CH2:24]([C:21]1[N:20]=[C:19]([N:16]2[CH2:17][CH2:18][CH:13]([C@H:11]([CH3:12])[CH2:10][CH2:9][O:8][C:5]3[CH:4]=[N:3][C:2]([N:46]4[CH2:47][C@H:48]([C:49]5[CH:54]=[CH:53][CH:52]=[CH:51][C:50]=5[F:55])[C@@H:44]([NH2:43])[CH2:45]4)=[N:7][CH:6]=3)[CH2:14][CH2:15]2)[O:23][N:22]=1)[CH3:25], predict the reactants needed to synthesize it. The reactants are: Cl[C:2]1[N:7]=[CH:6][C:5]([O:8][CH2:9][CH2:10][C@H:11]([CH:13]2[CH2:18][CH2:17][N:16]([C:19]3[O:23][N:22]=[C:21]([CH2:24][CH3:25])[N:20]=3)[CH2:15][CH2:14]2)[CH3:12])=[CH:4][N:3]=1.Cl.C1C2C(C[O:41]C(=O)[NH:43][C@H:44]3[C@H:48]([C:49]4[CH:54]=[CH:53][CH:52]=[CH:51][C:50]=4[F:55])[CH2:47][NH:46][CH2:45]3)C3C(=CC=CC=3)C=2C=CC=1.C1CCN2C(=NCCC2)CC1.[OH2:68].C[S:70](C)=[O:71].